Dataset: Experimentally validated miRNA-target interactions with 360,000+ pairs, plus equal number of negative samples. Task: Binary Classification. Given a miRNA mature sequence and a target amino acid sequence, predict their likelihood of interaction. The protein sequence of the target gene is MFSINPLENLKVYISSRPPLVVFMISVSAMAIAFLTLGYFFKIKEIKSPEMAEDWNTFLLRFNDLDLCVSENETLKHLTNDTTTPESTMTSGQARASTQSPQALEDSGPVNISVSITLTLDPLKPFGGYSRNVTHLYSTILGHQIGLSGREAHEEINITFTLPTAWSSDDCALHGHCEQVVFTACMTLTASPGVFPVTVQPPHCVPDTYSNATLWYKIFTTARDANTKYAQDYNPFWCYKGAIGKVYHALNPKLTVIVPDDDRSLINLHLMHTSYFLFVMVITMFCYAVIKGRPSKLRQS.... Result: 1 (interaction). The miRNA is hsa-miR-202-5p with sequence UUCCUAUGCAUAUACUUCUUUG.